This data is from Full USPTO retrosynthesis dataset with 1.9M reactions from patents (1976-2016). The task is: Predict the reactants needed to synthesize the given product. (1) Given the product [N:1]1[CH:6]=[CH:5][C:4]([NH:7][C:8]([C:10]2[C:15]([NH2:16])=[N:14][CH:13]=[C:12]([C:27]3[CH:26]=[N:25][N:24]([CH2:23][CH:19]4[O:20][CH2:21][CH2:22][O:18]4)[CH:28]=3)[N:11]=2)=[O:9])=[CH:3][CH:2]=1, predict the reactants needed to synthesize it. The reactants are: [N:1]1[CH:6]=[CH:5][C:4]([NH:7][C:8]([C:10]2[C:15]([NH2:16])=[N:14][CH:13]=[C:12](Br)[N:11]=2)=[O:9])=[CH:3][CH:2]=1.[O:18]1[CH2:22][CH2:21][O:20][CH:19]1[CH2:23][N:24]1[CH:28]=[C:27](B2OC(C)(C)C(C)(C)O2)[CH:26]=[N:25]1. (2) The reactants are: FC(F)(F)C(O)=O.[NH2:8][C:9]1[N:17]=[CH:16][N:15]=[C:14]2[C:10]=1[N:11]=[CH:12][N:13]2[C@H:18]1[C@@H:22]2[O:23]C(C)(C)[O:25][C@@H:21]2[C@@H:20]([CH2:28][N:29]([CH3:47])[CH2:30][CH2:31][CH2:32][NH:33][C:34]([NH:36][C:37]2[CH:42]=[CH:41][C:40]([C:43]([CH3:46])([CH3:45])[CH3:44])=[CH:39][CH:38]=2)=[O:35])[CH2:19]1. Given the product [NH2:8][C:9]1[N:17]=[CH:16][N:15]=[C:14]2[C:10]=1[N:11]=[CH:12][N:13]2[C@@H:18]1[CH2:19][C@H:20]([CH2:28][N:29]([CH3:47])[CH2:30][CH2:31][CH2:32][NH:33][C:34]([NH:36][C:37]2[CH:38]=[CH:39][C:40]([C:43]([CH3:45])([CH3:46])[CH3:44])=[CH:41][CH:42]=2)=[O:35])[C@@H:21]([OH:25])[C@H:22]1[OH:23], predict the reactants needed to synthesize it. (3) Given the product [C:1]([C:3]1[CH:8]=[CH:7][C:6]([CH:9]([CH3:13])[C:10]([NH:30][CH2:29][C:28]2[C:23]([N:20]3[CH2:21][CH2:22][CH:17]([CH3:16])[CH2:18][CH2:19]3)=[N:24][C:25]([C:31]([F:34])([F:32])[F:33])=[CH:26][CH:27]=2)=[O:12])=[CH:5][C:4]=1[O:14][CH3:15])#[N:2], predict the reactants needed to synthesize it. The reactants are: [C:1]([C:3]1[CH:8]=[CH:7][C:6]([CH:9]([CH3:13])[C:10]([OH:12])=O)=[CH:5][C:4]=1[O:14][CH3:15])#[N:2].[CH3:16][CH:17]1[CH2:22][CH2:21][N:20]([C:23]2[C:28]([CH2:29][NH2:30])=[CH:27][CH:26]=[C:25]([C:31]([F:34])([F:33])[F:32])[N:24]=2)[CH2:19][CH2:18]1.CN(C)CCCN=C=NCC.ON1C2C=CC=CC=2N=N1.C(N(CC)CC)C. (4) Given the product [CH3:10][O:9][C:7]1[CH:8]=[C:3]([O:2][CH3:1])[N:4]=[C:5]([NH:11][C:12]([NH:14][S:15]([C:18]2[CH:27]=[C:26]([CH2:28][NH:29][S:30]([CH3:33])(=[O:32])=[O:31])[CH:25]=[CH:24][C:19]=2[CH2:20][OH:21])(=[O:16])=[O:17])=[O:13])[N:6]=1, predict the reactants needed to synthesize it. The reactants are: [CH3:1][O:2][C:3]1[CH:8]=[C:7]([O:9][CH3:10])[N:6]=[C:5]([NH:11][C:12]([NH:14][S:15]([C:18]2[CH:27]=[C:26]([CH2:28][NH:29][S:30]([CH3:33])(=[O:32])=[O:31])[CH:25]=[CH:24][C:19]=2[C:20](OC)=[O:21])(=[O:17])=[O:16])=[O:13])[N:4]=1.[H-].[Al+3].[Li+].[H-].[H-].[H-]. (5) Given the product [OH:21][CH2:20][CH:19]([C:22]1[CH:27]=[CH:26][CH:25]=[CH:24][C:23]=1[C:28]([F:29])([F:30])[F:31])[CH2:18][NH:17][C:9](=[O:10])[O:11][C:12]([CH3:13])([CH3:14])[CH3:15], predict the reactants needed to synthesize it. The reactants are: [C:9](O[C:9]([O:11][C:12]([CH3:15])([CH3:14])[CH3:13])=[O:10])([O:11][C:12]([CH3:15])([CH3:14])[CH3:13])=[O:10].Cl.[NH2:17][CH2:18][CH:19]([C:22]1[CH:27]=[CH:26][CH:25]=[CH:24][C:23]=1[C:28]([F:31])([F:30])[F:29])[CH2:20][OH:21].C(=O)(O)[O-].[Na+].